Dataset: NCI-60 drug combinations with 297,098 pairs across 59 cell lines. Task: Regression. Given two drug SMILES strings and cell line genomic features, predict the synergy score measuring deviation from expected non-interaction effect. (1) Drug 1: CC1CCC2CC(C(=CC=CC=CC(CC(C(=O)C(C(C(=CC(C(=O)CC(OC(=O)C3CCCCN3C(=O)C(=O)C1(O2)O)C(C)CC4CCC(C(C4)OC)OP(=O)(C)C)C)C)O)OC)C)C)C)OC. Drug 2: CCC1(C2=C(COC1=O)C(=O)N3CC4=CC5=C(C=CC(=C5CN(C)C)O)N=C4C3=C2)O. Cell line: UACC62. Synergy scores: CSS=62.5, Synergy_ZIP=-0.599, Synergy_Bliss=-1.76, Synergy_Loewe=4.13, Synergy_HSA=4.60. (2) Drug 1: C#CCC(CC1=CN=C2C(=N1)C(=NC(=N2)N)N)C3=CC=C(C=C3)C(=O)NC(CCC(=O)O)C(=O)O. Drug 2: C1=NC2=C(N1)C(=S)N=CN2. Cell line: NCI-H460. Synergy scores: CSS=18.1, Synergy_ZIP=-4.40, Synergy_Bliss=3.27, Synergy_Loewe=3.36, Synergy_HSA=3.17. (3) Drug 1: CCC1=CC2CC(C3=C(CN(C2)C1)C4=CC=CC=C4N3)(C5=C(C=C6C(=C5)C78CCN9C7C(C=CC9)(C(C(C8N6C)(C(=O)OC)O)OC(=O)C)CC)OC)C(=O)OC.C(C(C(=O)O)O)(C(=O)O)O. Drug 2: CN1C(=O)N2C=NC(=C2N=N1)C(=O)N. Cell line: HCC-2998. Synergy scores: CSS=59.4, Synergy_ZIP=2.70, Synergy_Bliss=1.68, Synergy_Loewe=-53.8, Synergy_HSA=-0.563. (4) Drug 1: C1CN1P(=S)(N2CC2)N3CC3. Drug 2: CC12CCC3C(C1CCC2O)C(CC4=C3C=CC(=C4)O)CCCCCCCCCS(=O)CCCC(C(F)(F)F)(F)F. Cell line: A498. Synergy scores: CSS=12.7, Synergy_ZIP=-4.54, Synergy_Bliss=-3.44, Synergy_Loewe=-5.67, Synergy_HSA=-3.45. (5) Drug 1: CC12CCC(CC1=CCC3C2CCC4(C3CC=C4C5=CN=CC=C5)C)O. Drug 2: C1CCN(CC1)CCOC2=CC=C(C=C2)C(=O)C3=C(SC4=C3C=CC(=C4)O)C5=CC=C(C=C5)O. Cell line: ACHN. Synergy scores: CSS=-1.39, Synergy_ZIP=0.419, Synergy_Bliss=0.0530, Synergy_Loewe=-0.241, Synergy_HSA=-1.48.